From a dataset of Full USPTO retrosynthesis dataset with 1.9M reactions from patents (1976-2016). Predict the reactants needed to synthesize the given product. (1) Given the product [F:10][C:11]1[CH:16]=[CH:15][CH:14]=[CH:13][C:12]=1[NH:17][C:18]([NH:1][C:2]1[CH:9]=[CH:8][CH:7]=[C:4]([CH:5]=[O:6])[CH:3]=1)=[O:19], predict the reactants needed to synthesize it. The reactants are: [NH2:1][C:2]1[CH:3]=[C:4]([CH:7]=[CH:8][CH:9]=1)[CH:5]=[O:6].[F:10][C:11]1[CH:16]=[CH:15][CH:14]=[CH:13][C:12]=1[N:17]=[C:18]=[O:19].S([O-])(O)(=O)=O.[K+]. (2) Given the product [CH2:31]([C@@H:35]1[N:40]([C:58]([C:55]2[CH:54]=[C:53]([C:49]3[S:48][CH:52]=[CH:51][CH:50]=3)[O:57][N:56]=2)=[O:59])[CH2:39][C@H:38]([C:41]2[CH:42]=[CH:43][CH:44]=[CH:45][CH:46]=2)[NH:37][C:36]1=[O:47])[CH:32]([CH3:34])[CH3:33], predict the reactants needed to synthesize it. The reactants are: C([C@@H]1N(C(=O)C2C=CC(OC3C=CC=CC=3)=CC=2)C[C@H](CC(C)C)NC1=O)C(C)C.[CH2:31]([C@@H:35]1[NH:40][CH2:39][C@H:38]([C:41]2[CH:46]=[CH:45][CH:44]=[CH:43][CH:42]=2)[NH:37][C:36]1=[O:47])[CH:32]([CH3:34])[CH3:33].[S:48]1[CH:52]=[CH:51][CH:50]=[C:49]1[C:53]1[O:57][N:56]=[C:55]([C:58](O)=[O:59])[CH:54]=1. (3) Given the product [ClH:35].[ClH:57].[NH2:21][C@H:18]1[CH2:19][CH2:20][C@H:15]([NH:14][C:13]2[C:12]3[C:7](=[CH:8][CH:9]=[C:10]([C:29]4[CH:30]=[C:31]([Cl:37])[C:32]([OH:36])=[C:33]([Cl:35])[CH:34]=4)[N:11]=3)[N:6]=[CH:5][C:4]=2[C:1](=[O:3])[CH3:2])[CH2:16][CH2:17]1, predict the reactants needed to synthesize it. The reactants are: [C:1]([C:4]1[CH:5]=[N:6][C:7]2[C:12]([C:13]=1[NH:14][CH:15]1[CH2:20][CH2:19][CH:18]([NH:21]C(=O)OC(C)(C)C)[CH2:17][CH2:16]1)=[N:11][C:10]([C:29]1[CH:34]=[C:33]([Cl:35])[C:32]([OH:36])=[C:31]([Cl:37])[CH:30]=1)=[CH:9][CH:8]=2)(=[O:3])[CH3:2].C(O)(C(F)(F)F)=O.C1(N)C(F)=C(F)C(F)=C(N)C=1F.[ClH:57].Cl. (4) Given the product [CH3:19][O:18][C:15]1[CH:14]=[CH:13][C:12]([C@@H:10]2[C@@H:9]([O:20][CH2:21][C:22]3[CH:23]=[CH:24][C:25]4[O:30][CH2:29][CH2:28][N:27]([CH2:31][CH2:32][CH2:33][O:34][CH3:35])[C:26]=4[CH:36]=3)[CH2:8][N:7]([S:37]([C:40]3[CH:41]=[CH:42][C:43]([CH3:46])=[CH:44][CH:45]=3)(=[O:39])=[O:38])[C@@H:6]([CH2:5][C:4](=[O:47])[C:49]([CH3:51])=[CH2:50])[CH2:11]2)=[CH:17][CH:16]=1, predict the reactants needed to synthesize it. The reactants are: CON(C)[C:4](=[O:47])[CH2:5][C@H:6]1[CH2:11][C@H:10]([C:12]2[CH:17]=[CH:16][C:15]([O:18][CH3:19])=[CH:14][CH:13]=2)[C@@H:9]([O:20][CH2:21][C:22]2[CH:23]=[CH:24][C:25]3[O:30][CH2:29][CH2:28][N:27]([CH2:31][CH2:32][CH2:33][O:34][CH3:35])[C:26]=3[CH:36]=2)[CH2:8][N:7]1[S:37]([C:40]1[CH:45]=[CH:44][C:43]([CH3:46])=[CH:42][CH:41]=1)(=[O:39])=[O:38].[C:49]([Mg]Br)([CH3:51])=[CH2:50]. (5) Given the product [CH3:1][O:2][C:3]1[CH:12]=[C:11]2[C:6]([CH2:7][CH2:8][CH2:9][C:10]2=[CH2:15])=[CH:5][CH:4]=1, predict the reactants needed to synthesize it. The reactants are: [CH3:1][O:2][C:3]1[CH:12]=[C:11]2[C:6]([CH2:7][CH2:8][CH2:9][C:10]2=O)=[CH:5][CH:4]=1.[Br-].[C:15]1(C([PH3+])(C2C=CC=CC=2)C2C=CC=CC=2)C=CC=CC=1.CC(C)([O-])C.[K+]. (6) The reactants are: [CH3:1][O:2][C:3]1[CH:8]=[CH:7][C:6]([CH2:9][C:10]([NH:12][C:13]2[CH:21]=[CH:20][C:16]([C:17]([OH:19])=O)=[CH:15][CH:14]=2)=[O:11])=[CH:5][CH:4]=1.[NH2:22][C@@H:23]([C:31]1[CH:36]=[CH:35][C:34]([OH:37])=[CH:33][CH:32]=1)[C:24]([O:26][C:27]([CH3:30])([CH3:29])[CH3:28])=[O:25].CN(C(ON1N=NC2C=CC=NC1=2)=[N+](C)C)C.F[P-](F)(F)(F)(F)F. Given the product [OH:37][C:34]1[CH:33]=[CH:32][C:31]([C@H:23]([NH:22][C:17](=[O:19])[C:16]2[CH:15]=[CH:14][C:13]([NH:12][C:10](=[O:11])[CH2:9][C:6]3[CH:5]=[CH:4][C:3]([O:2][CH3:1])=[CH:8][CH:7]=3)=[CH:21][CH:20]=2)[C:24]([O:26][C:27]([CH3:29])([CH3:28])[CH3:30])=[O:25])=[CH:36][CH:35]=1, predict the reactants needed to synthesize it.